Dataset: Peptide-MHC class I binding affinity with 185,985 pairs from IEDB/IMGT. Task: Regression. Given a peptide amino acid sequence and an MHC pseudo amino acid sequence, predict their binding affinity value. This is MHC class I binding data. (1) The binding affinity (normalized) is 0.149. The MHC is HLA-B58:01 with pseudo-sequence HLA-B58:01. The peptide sequence is DYAMHGTVF. (2) The peptide sequence is AAAGSTTSV. The MHC is HLA-B07:02 with pseudo-sequence HLA-B07:02. The binding affinity (normalized) is 0.0847. (3) The peptide sequence is VLEGFEGDL. The MHC is HLA-A02:19 with pseudo-sequence HLA-A02:19. The binding affinity (normalized) is 0.310. (4) The peptide sequence is KIILFQNNDI. The MHC is HLA-A02:06 with pseudo-sequence HLA-A02:06. The binding affinity (normalized) is 0.290. (5) The peptide sequence is CKDGHVETFY. The MHC is HLA-A24:02 with pseudo-sequence HLA-A24:02. The binding affinity (normalized) is 0.